Dataset: Full USPTO retrosynthesis dataset with 1.9M reactions from patents (1976-2016). Task: Predict the reactants needed to synthesize the given product. (1) Given the product [CH3:24][N:25]1[CH2:30][CH2:29][N:28]([C:2]2[CH:7]=[CH:6][CH:5]=[C:4]([S:8]([N:11]3[CH2:16][CH2:15][CH:14]([C:17]4[CH:22]=[CH:21][CH:20]=[CH:19][C:18]=4[CH3:23])[CH2:13][CH2:12]3)(=[O:10])=[O:9])[N:3]=2)[CH2:27][CH2:26]1, predict the reactants needed to synthesize it. The reactants are: F[C:2]1[CH:7]=[CH:6][CH:5]=[C:4]([S:8]([N:11]2[CH2:16][CH2:15][CH:14]([C:17]3[CH:22]=[CH:21][CH:20]=[CH:19][C:18]=3[CH3:23])[CH2:13][CH2:12]2)(=[O:10])=[O:9])[N:3]=1.[CH3:24][N:25]1[CH2:30][CH2:29][NH:28][CH2:27][CH2:26]1.CN(C)C(N(C)C)=N. (2) Given the product [CH2:1]([N:8]1[CH2:13][CH2:12][CH:11]([NH:14][C:15]2[CH:23]=[CH:22][C:18]([C:19]([NH2:21])=[O:20])=[C:17]([O:24][CH2:26][CH2:27][CH3:28])[CH:16]=2)[CH2:10][CH2:9]1)[C:2]1[CH:3]=[CH:4][CH:5]=[CH:6][CH:7]=1, predict the reactants needed to synthesize it. The reactants are: [CH2:1]([N:8]1[CH2:13][CH2:12][CH:11]([NH:14][C:15]2[CH:23]=[CH:22][C:18]([C:19]([NH2:21])=[O:20])=[C:17]([OH:24])[CH:16]=2)[CH2:10][CH2:9]1)[C:2]1[CH:7]=[CH:6][CH:5]=[CH:4][CH:3]=1.Br[CH2:26][CH2:27][CH3:28].C(=O)([O-])[O-].[K+].[K+].O. (3) Given the product [NH2:22][C:9]1[N:8]=[C:7]([C:5](=[N:27][C:26]#[N:25])[NH:4][CH3:3])[CH:12]=[CH:11][C:10]=1[C:13]1[CH:18]=[C:17]([Cl:19])[CH:16]=[C:15]([Cl:20])[C:14]=1[Cl:21], predict the reactants needed to synthesize it. The reactants are: [H-].[Na+].[CH3:3][NH:4][C:5]([C:7]1[CH:12]=[CH:11][C:10]([C:13]2[CH:18]=[C:17]([Cl:19])[CH:16]=[C:15]([Cl:20])[C:14]=2[Cl:21])=[C:9]([NH2:22])[N:8]=1)=S.CI.[N:25]#[C:26][NH2:27].